Dataset: Full USPTO retrosynthesis dataset with 1.9M reactions from patents (1976-2016). Task: Predict the reactants needed to synthesize the given product. (1) Given the product [CH3:1][O:2][CH2:3][CH2:4][CH2:5][CH2:6][CH:7]([NH:20][C:21]1[CH:29]=[CH:28][C:24]([C:25]([NH:37][CH2:36][CH2:35][C:34]([O:33][CH2:31][CH3:32])=[O:38])=[O:26])=[CH:23][CH:22]=1)[C:8]1[O:9][C:10]2[CH:17]=[CH:16][C:15]([O:18][CH3:19])=[CH:14][C:11]=2[C:12]=1[CH3:13], predict the reactants needed to synthesize it. The reactants are: [CH3:1][O:2][CH2:3][CH2:4][CH2:5][CH2:6][CH:7]([NH:20][C:21]1[CH:29]=[CH:28][C:24]([C:25](O)=[O:26])=[CH:23][CH:22]=1)[C:8]1[O:9][C:10]2[CH:17]=[CH:16][C:15]([O:18][CH3:19])=[CH:14][C:11]=2[C:12]=1[CH3:13].Cl.[CH2:31]([O:33][C:34](=[O:38])[CH2:35][CH2:36][NH2:37])[CH3:32].O.ON1C2C=CC=CC=2N=N1.Cl.C(N=C=NCCCN(C)C)C.[Cl-].[NH4+]. (2) Given the product [OH2:26].[ClH:27].[Cl:62][C:32]1[CH:33]=[CH:34][C:29]([NH:28][C:36]2[C:45]3[C:40](=[CH:41][C:42]([O:48][CH:23]4[CH2:24][CH2:25][N:21]([CH3:20])[CH2:22]4)=[C:43]([O:46][CH3:47])[CH:44]=3)[N:39]=[CH:38][N:37]=2)=[C:30]([F:35])[CH:31]=1, predict the reactants needed to synthesize it. The reactants are: C1(P(C2C=CC=CC=2)C2C=CC=CC=2)C=CC=CC=1.[CH3:20][N:21]1[CH2:25][CH2:24][CH:23]([OH:26])[CH2:22]1.[Cl:27][N:28]([C:36]1[C:45]2[C:40](=[CH:41][C:42]([OH:48])=[C:43]([O:46][CH3:47])[CH:44]=2)[N:39]=[CH:38][N:37]=1)[C:29]1[CH:34]=[CH:33][CH:32]=[CH:31][C:30]=1[F:35].N(C(OCC)=O)=NC(OCC)=O.C(Cl)[Cl:62]. (3) Given the product [CH:1]([C:4]1[N:9]=[C:8]([C:10]2[CH:15]=[CH:14][CH:13]=[C:12]([N+:16]([O-:18])=[O:17])[CH:11]=2)[N:7]=[C:6]([O:19][CH2:21][C:22]2[CH:31]=[CH:30][C:25]([C:26]([OH:28])=[O:27])=[CH:24][CH:23]=2)[CH:5]=1)([CH3:3])[CH3:2], predict the reactants needed to synthesize it. The reactants are: [CH:1]([C:4]1[N:9]=[C:8]([C:10]2[CH:15]=[CH:14][CH:13]=[C:12]([N+:16]([O-:18])=[O:17])[CH:11]=2)[N:7]=[C:6]([OH:19])[CH:5]=1)([CH3:3])[CH3:2].Br[CH2:21][C:22]1[CH:31]=[CH:30][C:25]([C:26]([O:28]C)=[O:27])=[CH:24][CH:23]=1.